This data is from CYP2D6 inhibition data for predicting drug metabolism from PubChem BioAssay. The task is: Regression/Classification. Given a drug SMILES string, predict its absorption, distribution, metabolism, or excretion properties. Task type varies by dataset: regression for continuous measurements (e.g., permeability, clearance, half-life) or binary classification for categorical outcomes (e.g., BBB penetration, CYP inhibition). Dataset: cyp2d6_veith. (1) The drug is Nc1nc(Br)c2c(F)cccc2c1-c1ccc(F)cc1. The result is 0 (non-inhibitor). (2) The molecule is Cc1cccc(/C=N/n2c(C)nnc2C)c1. The result is 0 (non-inhibitor). (3) The drug is COc1cccc(Cn2c(=O)c(-c3cc(F)cc(F)c3)nc3cnc(N4CCN(C)CC4)nc32)c1. The result is 0 (non-inhibitor). (4) The result is 0 (non-inhibitor). The compound is CC(C)=C1C(=O)NN(c2ccc(F)c(Cl)c2)C1=O. (5) The drug is COc1ccc(NC(=O)N2CC3(CCN(S(C)(=O)=O)CC3)C2)cc1. The result is 0 (non-inhibitor).